This data is from Full USPTO retrosynthesis dataset with 1.9M reactions from patents (1976-2016). The task is: Predict the reactants needed to synthesize the given product. (1) Given the product [NH2:13][C:8]1[C:9]([C:11]([NH2:12])=[O:18])=[N:10][C:5]([Cl:4])=[CH:6][CH:7]=1, predict the reactants needed to synthesize it. The reactants are: Cl[Sn]Cl.[Cl:4][C:5]1[N:10]=[C:9]([C:11]#[N:12])[C:8]([N+:13]([O-])=O)=[CH:7][CH:6]=1.CC[OH:18]. (2) Given the product [ClH:39].[CH2:1]([C:3]1[CH:7]=[C:6]([CH2:8][N:9]2[C:14]3[CH:15]=[C:16]([C:18]4[CH:23]=[CH:22][CH:21]=[CH:20][CH:19]=4)[S:17][C:13]=3[C:12](=[O:24])[N:11]([CH:25]3[CH2:30][CH2:29][NH:28][CH2:27][CH2:26]3)[C:10]2=[O:38])[O:5][N:4]=1)[CH3:2], predict the reactants needed to synthesize it. The reactants are: [CH2:1]([C:3]1[CH:7]=[C:6]([CH2:8][N:9]2[C:14]3[CH:15]=[C:16]([C:18]4[CH:23]=[CH:22][CH:21]=[CH:20][CH:19]=4)[S:17][C:13]=3[C:12](=[O:24])[N:11]([CH:25]3[CH2:30][CH2:29][N:28](C(OC(C)(C)C)=O)[CH2:27][CH2:26]3)[C:10]2=[O:38])[O:5][N:4]=1)[CH3:2].[ClH:39].C(OCC)C. (3) Given the product [NH:14]1[CH:15]=[CH:16][N:17]=[C:13]1[C:10]([CH3:12])([CH3:11])[C:9]([OH:25])=[O:8], predict the reactants needed to synthesize it. The reactants are: C([O:8][C:9](=[O:25])[C:10]([C:13]1[N:14](CC2C=CC=CC=2)[CH:15]=[CH:16][N:17]=1)([CH3:12])[CH3:11])C1C=CC=CC=1.